From a dataset of Catalyst prediction with 721,799 reactions and 888 catalyst types from USPTO. Predict which catalyst facilitates the given reaction. (1) Reactant: [CH3:1][N:2]1[CH:6]=[C:5]([C:7]2[N:12]=[C:11]3[N:13]([CH2:16][C@@H:17]4[CH2:22][N:21]([C:23]5[N:28]=[CH:27][C:26]([CH:29]=O)=[CH:25][N:24]=5)[CH2:20][CH2:19][O:18]4)[N:14]=[N:15][C:10]3=[N:9][CH:8]=2)[CH:4]=[N:3]1.[CH3:31][N:32]1[CH2:37][CH2:36][NH:35][CH2:34][CH2:33]1.[BH-](OC(C)=O)(OC(C)=O)OC(C)=O.[Na+].C([O-])([O-])=O.[K+].[K+]. Product: [CH3:1][N:2]1[CH:6]=[C:5]([C:7]2[N:12]=[C:11]3[N:13]([CH2:16][C@H:17]4[O:18][CH2:19][CH2:20][N:21]([C:23]5[N:24]=[CH:25][C:26]([CH2:29][N:35]6[CH2:36][CH2:37][N:32]([CH3:31])[CH2:33][CH2:34]6)=[CH:27][N:28]=5)[CH2:22]4)[N:14]=[N:15][C:10]3=[N:9][CH:8]=2)[CH:4]=[N:3]1. The catalyst class is: 585. (2) Reactant: Br[C:2]1[CH:3]=[CH:4][C:5]([CH3:23])=[C:6]([CH:22]=1)[C:7]([NH:9][C:10]1[C:11]([CH3:21])=[C:12]([CH:17]=[CH:18][C:19]=1[CH3:20])[C:13]([O:15][CH3:16])=[O:14])=[O:8].[C:24]([Si:28]([CH3:38])([CH3:37])[O:29][CH2:30][CH:31]1[CH2:36][CH2:35][CH2:34][NH:33][CH2:32]1)([CH3:27])([CH3:26])[CH3:25].C([O-])([O-])=O.[Cs+].[Cs+].COC1C=CC=C(OC)C=1C1C=CC=CC=1P(C1CCCCC1)C1CCCCC1. Product: [Si:28]([O:29][CH2:30][CH:31]1[CH2:36][CH2:35][CH2:34][N:33]([C:2]2[CH:3]=[CH:4][C:5]([CH3:23])=[C:6]([CH:22]=2)[C:7]([NH:9][C:10]2[C:11]([CH3:21])=[C:12]([CH:17]=[CH:18][C:19]=2[CH3:20])[C:13]([O:15][CH3:16])=[O:14])=[O:8])[CH2:32]1)([C:24]([CH3:27])([CH3:26])[CH3:25])([CH3:38])[CH3:37]. The catalyst class is: 62. (3) Reactant: [CH2:1]([O:8][C:9]1[CH:14]=[C:13]([O:15][CH2:16][C:17]2[CH:22]=[CH:21][CH:20]=[CH:19][CH:18]=2)[CH:12]=[C:11]([O:23][C:24]2[CH:29]=[CH:28][C:27]([N+:30]([O-:32])=[O:31])=[CH:26][CH:25]=2)[C:10]=1[C:33](=[O:35])[CH3:34])[C:2]1[CH:7]=[CH:6][CH:5]=[CH:4][CH:3]=1.[Li].C[Si]([N-][Si](C)(C)C)(C)C.C1COCC1.[C:51](OCC)(=[O:57])[C:52]([O:54][CH2:55][CH3:56])=[O:53].Cl. Product: [CH2:1]([O:8][C:9]1[CH:14]=[C:13]([O:15][CH2:16][C:17]2[CH:22]=[CH:21][CH:20]=[CH:19][CH:18]=2)[CH:12]=[C:11]([O:23][C:24]2[CH:25]=[CH:26][C:27]([N+:30]([O-:32])=[O:31])=[CH:28][CH:29]=2)[C:10]=1[C:33](=[O:35])[CH2:34][C:51](=[O:57])[C:52]([O:54][CH2:55][CH3:56])=[O:53])[C:2]1[CH:3]=[CH:4][CH:5]=[CH:6][CH:7]=1. The catalyst class is: 220.